From a dataset of Full USPTO retrosynthesis dataset with 1.9M reactions from patents (1976-2016). Predict the reactants needed to synthesize the given product. (1) Given the product [NH2:1][C:2]1[C:11]2[CH:10]=[CH:9][CH:8]=[C:7]([C:25]3[CH:26]=[C:21]([F:20])[CH:22]=[CH:23][C:24]=3[F:27])[C:6]=2[N:5]=[C:4]2[CH2:13][N:14]([CH:17]3[CH2:19][CH2:18]3)[C:15](=[O:16])[C:3]=12, predict the reactants needed to synthesize it. The reactants are: [NH2:1][C:2]1[C:11]2[CH:10]=[CH:9][CH:8]=[C:7](Br)[C:6]=2[N:5]=[C:4]2[CH2:13][N:14]([CH:17]3[CH2:19][CH2:18]3)[C:15](=[O:16])[C:3]=12.[F:20][C:21]1[CH:26]=[CH:25][C:24]([F:27])=[CH:23][C:22]=1B(O)O. (2) The reactants are: Cl.[Cl:2][CH2:3][CH2:4][NH:5][CH2:6][CH2:7][Cl:8].[O:9]=[P:10](Cl)([Cl:12])[Cl:11]. Given the product [Cl:2][CH2:3][CH2:4][N:5]([CH2:6][CH2:7][Cl:8])[P:10]([Cl:12])([Cl:11])=[O:9], predict the reactants needed to synthesize it. (3) Given the product [C:1]([O:5][C:6]([NH:7][C:8]1[C:17]2[C:12](=[CH:13][CH:14]=[CH:15][CH:16]=2)[C:11]([O:18][C:19]2[CH:24]=[CH:23][N:22]=[C:21]([NH:27][C:28]3[CH:29]=[C:30]([CH:34]=[C:35]([C:37]#[C:38][Si:39]([CH:40]([CH3:42])[CH3:41])([CH:46]([CH3:48])[CH3:47])[CH:43]([CH3:45])[CH3:44])[CH:36]=3)[C:31]([OH:33])=[O:32])[N:20]=2)=[CH:10][CH:9]=1)=[O:26])([CH3:4])([CH3:3])[CH3:2], predict the reactants needed to synthesize it. The reactants are: [C:1]([O:5][C:6](=[O:26])[NH:7][C:8]1[C:17]2[C:12](=[CH:13][CH:14]=[CH:15][CH:16]=2)[C:11]([O:18][C:19]2[CH:24]=[CH:23][N:22]=[C:21](Cl)[N:20]=2)=[CH:10][CH:9]=1)([CH3:4])([CH3:3])[CH3:2].[NH2:27][C:28]1[CH:29]=[C:30]([CH:34]=[C:35]([C:37]#[C:38][Si:39]([CH:46]([CH3:48])[CH3:47])([CH:43]([CH3:45])[CH3:44])[CH:40]([CH3:42])[CH3:41])[CH:36]=1)[C:31]([OH:33])=[O:32].C(=O)([O-])[O-].[Cs+].[Cs+]. (4) Given the product [ClH:1].[ClH:1].[CH2:46]([N:25]([CH2:23][CH3:24])[CH2:26][CH2:27][NH:28][C:29]([C:31]1[C:32]2[C:37]([N:38]=[C:39]3[C:44]=1[CH:43]=[C:42]([I:45])[CH:41]=[CH:40]3)=[CH:36][CH:35]=[CH:34][CH:33]=2)=[O:30])[CH3:47], predict the reactants needed to synthesize it. The reactants are: [ClH:1].C(N(CC)CCNC(C1C=CC2C(=CC=C(I)C=2)C=1)=O)C.[CH2:23]([N:25]([CH2:46][CH3:47])[CH2:26][CH2:27][NH:28][C:29]([C:31]1[C:32]2[C:37]([N:38]=[C:39]3[C:44]=1[CH:43]=[C:42]([I:45])[CH:41]=[CH:40]3)=[CH:36][CH:35]=[CH:34][CH:33]=2)=[O:30])[CH3:24].[K+].[Br-]. (5) Given the product [I:1][C:2]1[CH:7]=[CH:6][C:5]([O:8][C:10]2[CH:18]=[CH:17][C:13]([C:14]([NH2:16])=[O:15])=[CH:12][N:11]=2)=[CH:4][CH:3]=1, predict the reactants needed to synthesize it. The reactants are: [I:1][C:2]1[CH:7]=[CH:6][C:5]([OH:8])=[CH:4][CH:3]=1.Cl[C:10]1[CH:18]=[CH:17][C:13]([C:14]([NH2:16])=[O:15])=[CH:12][N:11]=1.C(=O)([O-])[O-].[K+].[K+].CC(N(C)C)=O. (6) Given the product [Br:1][C:2]1[CH:18]=[CH:17][C:5]2[C:6]3[N:7]=[C:8]([C:14]4[N:24]([CH2:23][C:22]([F:27])([F:26])[F:21])[N:25]=[CH:19][N:16]=4)[S:9][C:10]=3[CH2:11][CH2:12][O:13][C:4]=2[CH:3]=1, predict the reactants needed to synthesize it. The reactants are: [Br:1][C:2]1[CH:18]=[CH:17][C:5]2[C:6]3[N:7]=[C:8]([C:14]([NH2:16])=O)[S:9][C:10]=3[CH2:11][CH2:12][O:13][C:4]=2[CH:3]=1.[CH3:19]N.[F:21][C:22]([F:27])([F:26])[CH2:23][NH:24][NH2:25]. (7) Given the product [Br:1][C:2]1[C:3]([O:19][CH3:20])=[C:4]([NH:12][C:13](=[O:18])[C:14]([CH3:17])([CH3:16])[CH3:15])[C:5]([C:10]#[N:11])=[C:6]([CH3:9])[C:7]=1[C:28]1[CH:27]=[CH:26][CH:25]=[C:24]([N+:21]([O-:23])=[O:22])[CH:29]=1, predict the reactants needed to synthesize it. The reactants are: [Br:1][C:2]1[C:3]([O:19][CH3:20])=[C:4]([NH:12][C:13](=[O:18])[C:14]([CH3:17])([CH3:16])[CH3:15])[C:5]([C:10]#[N:11])=[C:6]([CH3:9])[C:7]=1I.[N+:21]([C:24]1[CH:25]=[C:26](B(O)O)[CH:27]=[CH:28][CH:29]=1)([O-:23])=[O:22].P([O-])([O-])([O-])=O.[K+].[K+].[K+]. (8) Given the product [C:1]([O:5][C:6]([N:8]1[CH2:13][CH2:12][C:11]([C:14]#[CH:15])([OH:20])[CH2:10][CH2:9]1)=[O:7])([CH3:4])([CH3:3])[CH3:2], predict the reactants needed to synthesize it. The reactants are: [C:1]([O:5][C:6]([N:8]1[CH2:13][CH2:12][C:11]([OH:20])([C:14]#[C:15][Si](C)(C)C)[CH2:10][CH2:9]1)=[O:7])([CH3:4])([CH3:3])[CH3:2].C(=O)([O-])[O-].[K+].[K+]. (9) Given the product [CH2:10]([Sn:5]([CH2:1][CH2:2][CH2:3][CH3:4])([CH2:6][CH2:7][CH2:8][CH3:9])/[C:18](=[CH:19]\[CH2:20][CH2:21][CH2:22][CH3:23])/[CH2:17][CH2:16][CH2:15][CH3:14])[CH2:11][CH2:12][CH3:13], predict the reactants needed to synthesize it. The reactants are: [CH2:1]([SnH:5]([CH2:10][CH2:11][CH2:12][CH3:13])[CH2:6][CH2:7][CH2:8][CH3:9])[CH2:2][CH2:3][CH3:4].[CH3:14][CH2:15][CH2:16][CH2:17][C:18]#[C:19][CH2:20][CH2:21][CH2:22][CH3:23]. (10) The reactants are: [C:1]([OH:12])(=[O:11])[C:2]1[CH:10]=[C:8]([OH:9])[C:6]([OH:7])=[C:4]([OH:5])[CH:3]=1.C([O-])([O-])=O.[K+].[K+].[CH:19]1[CH:24]=[CH:23][C:22]([CH2:25]Br)=[CH:21][CH:20]=1.O. Given the product [CH2:25]([O:5][C:4]1[CH:3]=[C:2]([CH:10]=[C:8]([O:9][CH2:1][C:2]2[CH:10]=[CH:8][CH:6]=[CH:4][CH:3]=2)[C:6]=1[O:7][CH2:25][C:22]1[CH:23]=[CH:24][CH:19]=[CH:20][CH:21]=1)[C:1]([OH:12])=[O:11])[C:22]1[CH:23]=[CH:24][CH:19]=[CH:20][CH:21]=1, predict the reactants needed to synthesize it.